Dataset: Catalyst prediction with 721,799 reactions and 888 catalyst types from USPTO. Task: Predict which catalyst facilitates the given reaction. (1) Reactant: [O:1]=[C:2]1[S:6][C:5]([C:7]2[CH:15]=[CH:14][C:10]([C:11](O)=[O:12])=[CH:9][CH:8]=2)=[C:4]([C:16]2[CH:21]=[CH:20][C:19]([S:22]([OH:25])(=[O:24])=[O:23])=[CH:18][CH:17]=2)[S:3]1.[CH:26]([NH2:29])([CH3:28])[CH3:27].Cl.C(N=C=NCCCN(C)C)C.O.OC1C2N=NNC=2C=CC=1.CCN(CC)CC. Product: [CH:26]([NH:29][C:11]([C:10]1[CH:14]=[CH:15][C:7]([C:5]2[S:6][C:2](=[O:1])[S:3][C:4]=2[C:16]2[CH:21]=[CH:20][C:19]([S:22]([OH:25])(=[O:23])=[O:24])=[CH:18][CH:17]=2)=[CH:8][CH:9]=1)=[O:12])([CH3:28])[CH3:27]. The catalyst class is: 9. (2) Reactant: [CH3:1][O:2][CH2:3][C@H:4]([CH3:46])[O:5][C:6]1[CH:7]=[C:8]([CH:20]=[C:21]([C:23]2[NH:24][C:25]([C:28]3[O:29][C@@H:30]([CH3:45])[C@@H:31]([CH2:33][O:34][Si](C(C)C)(C(C)C)C(C)C)[N:32]=3)=[CH:26][CH:27]=2)[CH:22]=1)[O:9][C:10]1[CH:11]=[CH:12][C:13]([S:16]([CH3:19])(=[O:18])=[O:17])=[N:14][CH:15]=1.[F-].C([N+](CCCC)(CCCC)CCCC)CCC.O. Product: [CH3:1][O:2][CH2:3][C@H:4]([CH3:46])[O:5][C:6]1[CH:22]=[C:21]([C:23]2[NH:24][C:25]([C:28]3[O:29][C@@H:30]([CH3:45])[C@@H:31]([CH2:33][OH:34])[N:32]=3)=[CH:26][CH:27]=2)[CH:20]=[C:8]([O:9][C:10]2[CH:15]=[N:14][C:13]([S:16]([CH3:19])(=[O:17])=[O:18])=[CH:12][CH:11]=2)[CH:7]=1. The catalyst class is: 7.